This data is from Human liver microsome stability data. The task is: Regression/Classification. Given a drug SMILES string, predict its absorption, distribution, metabolism, or excretion properties. Task type varies by dataset: regression for continuous measurements (e.g., permeability, clearance, half-life) or binary classification for categorical outcomes (e.g., BBB penetration, CYP inhibition). Dataset: hlm. (1) The compound is CC1CCN(Cc2ccc3nc(NC(=O)NN=C(c4ccccn4)c4ccccn4)sc3c2)CC1. The result is 0 (unstable in human liver microsomes). (2) The molecule is C[C@@H]1CN(c2ncccc2Cl)C[C@H](C)N1S(=O)(=O)c1ccc(Cl)c(Cl)c1. The result is 1 (stable in human liver microsomes). (3) The molecule is COc1ccc2nc(NC(=O)C(CC3CCCC3)c3ccc(S(=O)(=O)N(C)CCO)cc3)sc2n1. The result is 1 (stable in human liver microsomes). (4) The compound is C[C@@H]1CN(c2ccc(F)cc2C(F)(F)F)CCN1S(=O)(=O)c1cccc([C@](O)(C(N)=O)C(F)(F)F)c1. The result is 1 (stable in human liver microsomes). (5) The compound is CC(C)(C)n1nc(Oc2cc(Cl)ccn2)c2c(N)ncnc21. The result is 0 (unstable in human liver microsomes). (6) The compound is N[C@H]1CCCN(c2ccncc2NC(=O)c2csc(-c3c(F)cccc3F)n2)C1. The result is 0 (unstable in human liver microsomes).